Dataset: Reaction yield outcomes from USPTO patents with 853,638 reactions. Task: Predict the reaction yield, written as a fraction of the theoretical maximum amount of product (1.0 means a 100% yield; for example, 0.34 means a 34% yield). (1) The product is [CH:8]1([C:18]([N:3]2[CH2:4][CH2:5][C:14]3([NH:30][C:31]4[C:32](=[CH:33][CH:34]=[CH:35][CH:36]=4)[N:28]4[CH:10]=[CH:11][CH:12]=[C:13]34)[CH2:7][CH2:6]2)=[O:20])[C:17]2[C:12](=[CH:13][CH:14]=[CH:15][CH:16]=2)[CH2:11][CH2:10][O:9]1. The yield is 0.660. The reactants are C([N:3]([CH2:6][CH3:7])[CH2:4][CH3:5])C.[CH:8]1([C:18]([OH:20])=O)[C:17]2[C:12](=[CH:13][CH:14]=[CH:15][CH:16]=2)[CH2:11][CH2:10][O:9]1.F[P-](F)(F)(F)(F)F.[N:28]1(O[P+](N(C)C)(N(C)C)N(C)C)[C:32]2[CH:33]=[CH:34][CH:35]=[CH:36][C:31]=2[N:30]=N1. The catalyst is ClCCl. (2) The reactants are [S:1]([Cl:5])(=O)(=[O:3])[OH:2].[C:6]1([N:12]2[CH2:17][CH2:16][O:15][CH2:14][CH2:13]2)[CH:11]=[CH:10][CH:9]=[CH:8][CH:7]=1. The catalyst is [Cl-].[Na+].O. The product is [O:15]1[CH2:16][CH2:17][N:12]([C:6]2[CH:11]=[CH:10][C:9]([S:1]([Cl:5])(=[O:3])=[O:2])=[CH:8][CH:7]=2)[CH2:13][CH2:14]1. The yield is 0.150. (3) The reactants are [C:1]([C:3]1[CH:8]=[CH:7][CH:6]=[CH:5][C:4]=1[C:9]1[CH:14]=[CH:13][C:12]([CH2:15][CH:16]([C:22](=O)[CH2:23][CH2:24][CH3:25])[C:17](OCC)=[O:18])=[CH:11][C:10]=1[O:27][CH3:28])#[N:2].Cl.[C:30](=[NH:33])([NH2:32])[CH3:31].C[O-].[Na+]. The catalyst is CO. The product is [CH3:28][O:27][C:10]1[CH:11]=[C:12]([CH2:15][C:16]2[C:17](=[O:18])[NH:32][C:30]([CH3:31])=[N:33][C:22]=2[CH2:23][CH2:24][CH3:25])[CH:13]=[CH:14][C:9]=1[C:4]1[C:3]([C:1]#[N:2])=[CH:8][CH:7]=[CH:6][CH:5]=1. The yield is 0.520. (4) The reactants are [O:1]1[C:5]2[CH:6]=[CH:7][C:8]([C:10]3([C:13]([OH:15])=O)[CH2:12][CH2:11]3)=[CH:9][C:4]=2[O:3][CH2:2]1.CN(C)C=O.C(N(CC)CC)C.[NH2:28][C:29]1[CH:30]=[C:31]2[C:35](=[CH:36][CH:37]=1)[NH:34][C:33]([C:38]([O:40][CH2:41][CH3:42])=[O:39])=[CH:32]2. The catalyst is S(Cl)(Cl)=O.ClCCl. The product is [O:1]1[C:5]2[CH:6]=[CH:7][C:8]([C:10]3([C:13]([NH:28][C:29]4[CH:30]=[C:31]5[C:35](=[CH:36][CH:37]=4)[NH:34][C:33]([C:38]([O:40][CH2:41][CH3:42])=[O:39])=[CH:32]5)=[O:15])[CH2:11][CH2:12]3)=[CH:9][C:4]=2[O:3][CH2:2]1. The yield is 0.880. (5) The reactants are [C:1]([O:4][C@@H:5]1[C@H:9]([O:10][C:11](=[O:13])[CH3:12])[C@@H:8]([CH2:14][O:15][C:16](=[O:18])[CH3:17])[O:7][C@H:6]1[N:19]1[C:29]2[N:28]=[C:26]([NH2:27])[NH:25][C:23](=[O:24])[C:22]=2[N:21]=[CH:20]1)(=[O:3])[CH3:2].S(=O)(=O)(O)O.[F:35][C:36](I)([F:38])[F:37].OO. The catalyst is S([O-])([O-])(=O)=O.[Fe+2].CS(C)=O. The product is [F:35][C:36]([F:38])([F:37])[C:20]1[N:19]([C:29]2[N:28]=[C:26]([NH2:27])[NH:25][C:23](=[O:24])[C:22]=2[N:21]=1)[C@@H:6]1[O:7][C@H:8]([CH2:14][O:15][C:16](=[O:18])[CH3:17])[C@@H:9]([O:10][C:11](=[O:13])[CH3:12])[C@H:5]1[O:4][C:1](=[O:3])[CH3:2]. The yield is 0.510. (6) The reactants are [CH2:1]([NH:8][C:9]1[CH:14]=[C:13]([Br:15])[CH:12]=[CH:11][C:10]=1[N+:16]([O-:18])=[O:17])[C:2]1[CH:7]=[CH:6][CH:5]=[CH:4][CH:3]=1.[CH2:19](Br)[C:20]1[CH:25]=[CH:24][CH:23]=[CH:22][CH:21]=1.[OH-].[K+]. The product is [CH2:1]([N:8]([CH2:19][C:20]1[CH:25]=[CH:24][CH:23]=[CH:22][CH:21]=1)[C:9]1[CH:14]=[C:13]([Br:15])[CH:12]=[CH:11][C:10]=1[N+:16]([O-:18])=[O:17])[C:2]1[CH:7]=[CH:6][CH:5]=[CH:4][CH:3]=1. The catalyst is C1(C)C=CC=CC=1.[N+](C(C)(C)C)(C(C)(C)C)(C(C)(C)C)C(C)(C)C.[I-]. The yield is 0.500.